This data is from Catalyst prediction with 721,799 reactions and 888 catalyst types from USPTO. The task is: Predict which catalyst facilitates the given reaction. Reactant: [Cl:1][C:2]1[N:7]=[CH:6][C:5]2[C:8]([NH:30][CH2:31][C:32]3[CH:37]=[CH:36][C:35]([O:38][CH3:39])=[CH:34][CH:33]=3)=[N:9][N:10]([C:11]([C:24]3[CH:29]=[CH:28][CH:27]=[CH:26][CH:25]=3)([C:18]3[CH:23]=[CH:22][CH:21]=[CH:20][CH:19]=3)[C:12]3[CH:17]=[CH:16][CH:15]=[CH:14][CH:13]=3)[C:4]=2[CH:3]=1.[Li+].C[Si]([N-][Si](C)(C)C)(C)C.[CH3:50][O:51][C:52]1[CH:57]=[CH:56][C:55]([CH2:58]Br)=[CH:54][CH:53]=1.O. Product: [Cl:1][C:2]1[N:7]=[CH:6][C:5]2[C:8]([N:30]([CH2:58][C:55]3[CH:56]=[CH:57][C:52]([O:51][CH3:50])=[CH:53][CH:54]=3)[CH2:31][C:32]3[CH:33]=[CH:34][C:35]([O:38][CH3:39])=[CH:36][CH:37]=3)=[N:9][N:10]([C:11]([C:18]3[CH:23]=[CH:22][CH:21]=[CH:20][CH:19]=3)([C:24]3[CH:29]=[CH:28][CH:27]=[CH:26][CH:25]=3)[C:12]3[CH:13]=[CH:14][CH:15]=[CH:16][CH:17]=3)[C:4]=2[CH:3]=1. The catalyst class is: 1.